Dataset: Reaction yield outcomes from USPTO patents with 853,638 reactions. Task: Predict the reaction yield, written as a fraction of the theoretical maximum amount of product (1.0 means a 100% yield; for example, 0.34 means a 34% yield). (1) The yield is 0.960. The product is [Cl:1][C:2]1[CH:7]=[C:6]([NH:8][C:9]2[C:18]3[C:13](=[CH:14][CH:15]=[CH:16][C:17]=3[O:44][CH2:45][CH2:46][NH:47][CH3:48])[N:12]=[CH:11][N:10]=2)[CH:5]=[CH:4][C:3]=1[OH:20]. No catalyst specified. The reactants are [Cl:1][C:2]1[CH:7]=[C:6]([NH:8][C:9]2[C:18]3[C:13](=[CH:14][CH:15]=[CH:16][C:17]=3F)[N:12]=[CH:11][N:10]=2)[CH:5]=[CH:4][C:3]=1[OH:20].CNC(O)C.CC1C=C(NC2C3C(=CC=CC=3[O:44][CH2:45][CH2:46][NH:47][CH3:48])N=CN=2)C=CC=1O. (2) The reactants are [CH3:1][CH2:2][CH2:3][CH2:4][CH2:5][CH2:6][CH2:7][CH2:8][CH2:9][CH2:10][CH2:11][CH2:12][CH2:13][N+:14]([CH2:17][C:18]1[CH:19]=[CH:20][CH:21]=[CH:22][CH:23]=1)([CH3:16])[CH3:15].[Cl-].[CH:25]1[C:30]([NH2:31])=[CH:29][CH:28]=[C:27]([S:32]([N-:35][C:36]2[S:40][CH:39]=[CH:38][N:37]=2)(=[O:34])=[O:33])[CH:26]=1.[Na+].C(Cl)(Cl)Cl.CCCCCCCCCCCCC[N+](CC1C=CC=CC=1)(C)C. The catalyst is O.CS(C)=O. The product is [CH3:1][CH2:2][CH2:3][CH2:4][CH2:5][CH2:6][CH2:7][CH2:8][CH2:9][CH2:10][CH2:11][CH2:12][CH2:13][N+:14]([CH2:17][C:18]1[CH:19]=[CH:20][CH:21]=[CH:22][CH:23]=1)([CH3:16])[CH3:15].[CH:29]1[C:30]([NH2:31])=[CH:25][CH:26]=[C:27]([S:32]([NH:35][C:36]2[S:40][CH:39]=[CH:38][N:37]=2)(=[O:34])=[O:33])[CH:28]=1. The yield is 0.500. (3) The product is [O:5]1[CH2:6][CH2:7][CH2:8][O:9][CH:4]1[CH2:3][CH2:2][CH:17]([CH:11]1[CH2:12][CH:13]2[CH2:16][CH:10]1[CH:15]=[CH:14]2)[OH:18]. The reactants are Br[CH2:2][CH2:3][CH:4]1[O:9][CH2:8][CH2:7][CH2:6][O:5]1.[CH:10]12[CH2:16][CH:13]([CH:14]=[CH:15]1)[CH2:12][CH:11]2[CH:17]=[O:18].[Cl-].[NH4+]. The catalyst is O1CCCC1. The yield is 0.950.